This data is from Full USPTO retrosynthesis dataset with 1.9M reactions from patents (1976-2016). The task is: Predict the reactants needed to synthesize the given product. (1) Given the product [CH3:1][S:2]([N:5]1[CH2:6][CH:7]=[C:8]([C:11]2[CH:12]=[C:13]3[CH2:19][CH:18]([CH:20]4[CH2:25][CH2:24][N:23]([C:26]5[O:28][N:29]=[C:30]([CH2:31][CH2:32][CH3:33])[N:27]=5)[CH2:22][CH2:21]4)[O:17][C:14]3=[CH:15][N:16]=2)[CH2:9][CH2:10]1)(=[O:4])=[O:3], predict the reactants needed to synthesize it. The reactants are: [CH3:1][S:2]([N:5]1[CH2:10][CH:9]=[C:8]([C:11]2[CH:12]=[C:13]3[CH2:19][CH:18]([CH:20]4[CH2:25][CH2:24][N:23]([C:26]#[N:27])[CH2:22][CH2:21]4)[O:17][C:14]3=[CH:15][N:16]=2)[CH2:7][CH2:6]1)(=[O:4])=[O:3].[OH:28][NH:29][C:30](=N)[CH2:31][CH2:32][CH3:33]. (2) The reactants are: [H-].[Na+].[CH:3](=[N:10][C@H:11]([C:13]([O:15][C:16]([CH3:19])([CH3:18])[CH3:17])=[O:14])[CH3:12])[C:4]1[CH:9]=[CH:8][CH:7]=[CH:6][CH:5]=1.Br[CH2:21][S:22][CH2:23][C:24]1[CH:29]=[CH:28][CH:27]=[CH:26][CH:25]=1. Given the product [CH2:23]([S:22][CH2:21][C@@:11]([CH3:12])([C:13]([O:15][C:16]([CH3:19])([CH3:18])[CH3:17])=[O:14])[N:10]=[CH:3][C:4]1[CH:9]=[CH:8][CH:7]=[CH:6][CH:5]=1)[C:24]1[CH:29]=[CH:28][CH:27]=[CH:26][CH:25]=1, predict the reactants needed to synthesize it. (3) Given the product [N:1]([C:6]([C:8]1[C:17]2[C:12](=[C:13]([CH3:18])[CH:14]=[CH:15][CH:16]=2)[N:11]=[CH:10][N:9]=1)([CH3:7])[CH3:5])=[N+:2]=[N-:3], predict the reactants needed to synthesize it. The reactants are: [N-:1]=[N+:2]=[N-:3].[Na+].[CH3:5][C:6](OS(C)(=O)=O)([C:8]1[C:17]2[C:12](=[C:13]([CH3:18])[CH:14]=[CH:15][CH:16]=2)[N:11]=[CH:10][N:9]=1)[CH3:7].CN(C=O)C.